Dataset: Ames mutagenicity test results for genotoxicity prediction. Task: Regression/Classification. Given a drug SMILES string, predict its toxicity properties. Task type varies by dataset: regression for continuous values (e.g., LD50, hERG inhibition percentage) or binary classification for toxic/non-toxic outcomes (e.g., AMES mutagenicity, cardiotoxicity, hepatotoxicity). Dataset: ames. The drug is CC1=CCC2CC1C2(C)C. The result is 0 (non-mutagenic).